This data is from Forward reaction prediction with 1.9M reactions from USPTO patents (1976-2016). The task is: Predict the product of the given reaction. (1) The product is: [CH3:16][O:17][C:6]1[CH:7]=[N+:8]([O-:38])[C:9]2[C:4]([CH:5]=1)=[CH:3][C:12]([O:13][CH3:14])=[CH:11][CH:10]=2. Given the reactants CO[C:3]1[CH:4]=[C:5]2[C:10](=[CH:11][C:12]=1[O:13][CH3:14])[C:9](C)=[N:8][CH:7]=[CH:6]2.[CH3:16][O:17]C1C([N+]([O-])=O)=C2C(=C([N+]([O-])=O)C=1OC)C(C)=NC=C2.C(OCCCC)=[O:38], predict the reaction product. (2) Given the reactants Cl.[C:2](Cl)(=[O:9])[C:3]1[CH:8]=[CH:7][CH:6]=[N:5][CH:4]=1.[NH:11]([CH:13]1[C:21]2[CH:20]=[CH:19][CH:18]=[CH:17][C:16]=2[N:15]2[CH:22]=[CH:23][CH:24]=[C:14]12)[NH2:12], predict the reaction product. The product is: [CH:24]1[CH:23]=[CH:22][N:15]2[C:16]3[CH:17]=[CH:18][CH:19]=[CH:20][C:21]=3[CH:13]([NH:11][NH:12][C:2](=[O:9])[C:3]3[CH:8]=[CH:7][CH:6]=[N:5][CH:4]=3)[C:14]=12. (3) Given the reactants CC(C)([O-])C.[K+].[CH2:7]([OH:14])[C:8]1[CH:13]=[CH:12][CH:11]=[CH:10][CH:9]=1.Cl[C:16]1[CH:21]=[C:20]([C:22]2[CH:23]=[N:24][CH:25]=[C:26]([C:28]3[CH:33]=[CH:32][CH:31]=[C:30]([O:34][CH3:35])[CH:29]=3)[CH:27]=2)[N:19]=[C:18]([C:36]2[CH:41]=[CH:40][CH:39]=[CH:38][N:37]=2)[N:17]=1, predict the reaction product. The product is: [CH2:7]([O:14][C:16]1[CH:21]=[C:20]([C:22]2[CH:23]=[N:24][CH:25]=[C:26]([C:28]3[CH:33]=[CH:32][CH:31]=[C:30]([O:34][CH3:35])[CH:29]=3)[CH:27]=2)[N:19]=[C:18]([C:36]2[CH:41]=[CH:40][CH:39]=[CH:38][N:37]=2)[N:17]=1)[C:8]1[CH:13]=[CH:12][CH:11]=[CH:10][CH:9]=1.